This data is from NCI-60 drug combinations with 297,098 pairs across 59 cell lines. The task is: Regression. Given two drug SMILES strings and cell line genomic features, predict the synergy score measuring deviation from expected non-interaction effect. (1) Drug 1: CNC(=O)C1=CC=CC=C1SC2=CC3=C(C=C2)C(=NN3)C=CC4=CC=CC=N4. Drug 2: C1CCC(C(C1)N)N.C(=O)(C(=O)[O-])[O-].[Pt+4]. Cell line: M14. Synergy scores: CSS=2.25, Synergy_ZIP=3.75, Synergy_Bliss=5.06, Synergy_Loewe=0.594, Synergy_HSA=1.05. (2) Drug 1: CC(C1=C(C=CC(=C1Cl)F)Cl)OC2=C(N=CC(=C2)C3=CN(N=C3)C4CCNCC4)N. Drug 2: C1CCC(C(C1)N)N.C(=O)(C(=O)[O-])[O-].[Pt+4]. Cell line: HT29. Synergy scores: CSS=20.1, Synergy_ZIP=-3.07, Synergy_Bliss=4.00, Synergy_Loewe=0.453, Synergy_HSA=3.63. (3) Drug 1: CS(=O)(=O)CCNCC1=CC=C(O1)C2=CC3=C(C=C2)N=CN=C3NC4=CC(=C(C=C4)OCC5=CC(=CC=C5)F)Cl. Drug 2: CN(CCCl)CCCl.Cl. Cell line: SF-268. Synergy scores: CSS=13.9, Synergy_ZIP=-6.06, Synergy_Bliss=-4.63, Synergy_Loewe=-3.15, Synergy_HSA=-2.65. (4) Cell line: HCC-2998. Synergy scores: CSS=3.07, Synergy_ZIP=-2.69, Synergy_Bliss=-4.46, Synergy_Loewe=-14.7, Synergy_HSA=-6.62. Drug 2: CC(C)NC(=O)C1=CC=C(C=C1)CNNC.Cl. Drug 1: CCC1(CC2CC(C3=C(CCN(C2)C1)C4=CC=CC=C4N3)(C5=C(C=C6C(=C5)C78CCN9C7C(C=CC9)(C(C(C8N6C)(C(=O)OC)O)OC(=O)C)CC)OC)C(=O)OC)O.OS(=O)(=O)O. (5) Drug 1: CC1C(C(CC(O1)OC2CC(CC3=C2C(=C4C(=C3O)C(=O)C5=C(C4=O)C(=CC=C5)OC)O)(C(=O)C)O)N)O.Cl. Drug 2: C1=NC2=C(N=C(N=C2N1C3C(C(C(O3)CO)O)F)Cl)N. Cell line: RPMI-8226. Synergy scores: CSS=28.0, Synergy_ZIP=4.26, Synergy_Bliss=3.46, Synergy_Loewe=-24.7, Synergy_HSA=1.63. (6) Drug 1: CC1C(C(=O)NC(C(=O)N2CCCC2C(=O)N(CC(=O)N(C(C(=O)O1)C(C)C)C)C)C(C)C)NC(=O)C3=C4C(=C(C=C3)C)OC5=C(C(=O)C(=C(C5=N4)C(=O)NC6C(OC(=O)C(N(C(=O)CN(C(=O)C7CCCN7C(=O)C(NC6=O)C(C)C)C)C)C(C)C)C)N)C. Drug 2: C1CCC(C(C1)N)N.C(=O)(C(=O)[O-])[O-].[Pt+4]. Cell line: CCRF-CEM. Synergy scores: CSS=57.6, Synergy_ZIP=1.18, Synergy_Bliss=2.88, Synergy_Loewe=2.81, Synergy_HSA=5.09. (7) Drug 1: CN1CCC(CC1)COC2=C(C=C3C(=C2)N=CN=C3NC4=C(C=C(C=C4)Br)F)OC. Drug 2: C(CN)CNCCSP(=O)(O)O. Cell line: DU-145. Synergy scores: CSS=11.5, Synergy_ZIP=-4.96, Synergy_Bliss=-1.53, Synergy_Loewe=-1.84, Synergy_HSA=-1.84. (8) Drug 1: C1=CC(=C2C(=C1NCCNCCO)C(=O)C3=C(C=CC(=C3C2=O)O)O)NCCNCCO. Drug 2: C1=NC2=C(N=C(N=C2N1C3C(C(C(O3)CO)O)O)F)N. Cell line: BT-549. Synergy scores: CSS=26.7, Synergy_ZIP=-7.28, Synergy_Bliss=-6.67, Synergy_Loewe=-22.0, Synergy_HSA=-5.24. (9) Drug 1: CC1=CC=C(C=C1)C2=CC(=NN2C3=CC=C(C=C3)S(=O)(=O)N)C(F)(F)F. Drug 2: C1C(C(OC1N2C=C(C(=O)NC2=O)F)CO)O. Cell line: MOLT-4. Synergy scores: CSS=67.2, Synergy_ZIP=2.67, Synergy_Bliss=1.88, Synergy_Loewe=7.21, Synergy_HSA=7.49.